This data is from Reaction yield outcomes from USPTO patents with 853,638 reactions. The task is: Predict the reaction yield, written as a fraction of the theoretical maximum amount of product (1.0 means a 100% yield; for example, 0.34 means a 34% yield). (1) The reactants are [CH3:1][C:2]([C:7]1[CH:12]=[CH:11][CH:10]=[CH:9][CH:8]=1)([CH3:6])[C:3](O)=[O:4].S(Cl)(Cl)=O.C(=O)([O-])[O-].[K+].[K+].Cl.[CH3:24][NH:25][O:26][CH3:27].Cl. The catalyst is C1(C)C=CC=CC=1.O.C(OC)(C)(C)C. The product is [CH3:27][O:26][N:25]([CH3:24])[C:3](=[O:4])[C:2]([CH3:6])([C:7]1[CH:12]=[CH:11][CH:10]=[CH:9][CH:8]=1)[CH3:1]. The yield is 0.950. (2) The reactants are [CH:1]1([NH:6][C:7]2[CH:8]=[C:9]([F:25])[CH:10]=[C:11]3[C:15]=2[NH:14][C:13]([C:16]2[S:17][CH2:18][C@@H:19]([CH2:21][C:22](O)=[O:23])[N:20]=2)=[CH:12]3)[CH2:5][CH2:4][CH2:3][CH2:2]1.[C:26]([N:29]1[CH2:34][CH2:33][NH:32][CH2:31][CH2:30]1)(=[O:28])[CH3:27]. No catalyst specified. The product is [C:26]([N:29]1[CH2:34][CH2:33][N:32]([C:22](=[O:23])[CH2:21][C@@H:19]2[CH2:18][S:17][C:16]([C:13]3[NH:14][C:15]4[C:11]([CH:12]=3)=[CH:10][C:9]([F:25])=[CH:8][C:7]=4[NH:6][CH:1]3[CH2:2][CH2:3][CH2:4][CH2:5]3)=[N:20]2)[CH2:31][CH2:30]1)(=[O:28])[CH3:27]. The yield is 0.550. (3) The reactants are [N+:1]([C:4]1[CH:10]=[C:9]([O:11][Si:12]([C:15]([CH3:18])([CH3:17])[CH3:16])([CH3:14])[CH3:13])[CH:8]=[CH:7][C:5]=1[NH2:6])([O-:3])=[O:2].[C:19]1(=O)[O:24][C:22](=[O:23])[C:21]2=[CH:25][CH:26]=[CH:27][CH:28]=[C:20]12.C(N(C(C)C)CC)(C)C. The catalyst is C1(C)C=CC=CC=1. The product is [Si:12]([O:11][C:9]1[CH:8]=[CH:7][C:5]([N:6]2[C:22](=[O:23])[C:21]3=[CH:25][CH:26]=[CH:27][CH:28]=[C:20]3[C:19]2=[O:24])=[C:4]([N+:1]([O-:3])=[O:2])[CH:10]=1)([C:15]([CH3:18])([CH3:17])[CH3:16])([CH3:13])[CH3:14]. The yield is 0.800. (4) The reactants are [CH2:1]([N:3]1[C:8](=[O:9])[C:7]2=[N:10][O:11][C:12]([CH3:13])=[C:6]2[C:5]([C:14]2[CH:19]=[CH:18][CH:17]=[CH:16][CH:15]=2)=[N:4]1)[CH3:2]. The catalyst is [Pd].C(O)C. The product is [C:12]([C:6]1[C:5]([C:14]2[CH:15]=[CH:16][CH:17]=[CH:18][CH:19]=2)=[N:4][N:3]([CH2:1][CH3:2])[C:8](=[O:9])[C:7]=1[NH2:10])(=[O:11])[CH3:13]. The yield is 0.980. (5) The reactants are [BH4-].[Na+].[NH2:3][C@H:4]([C:10]1[CH:15]=[CH:14][C:13]([C:16]#[N:17])=[CH:12][CH:11]=1)[CH2:5][C:6](OC)=[O:7]. The catalyst is CO. The product is [NH2:3][C@H:4]([C:10]1[CH:11]=[CH:12][C:13]([C:16]#[N:17])=[CH:14][CH:15]=1)[CH2:5][CH2:6][OH:7]. The yield is 0.191. (6) The yield is 0.410. The reactants are [F:1][C:2]1[CH:7]=[CH:6][C:5]([C:8]2[O:9][C:10]3[CH:20]=[CH:19][C:18]([C:21]4[CH:22]=[C:23]([CH:27]=[CH:28][CH:29]=4)[C:24](O)=[O:25])=[CH:17][C:11]=3[C:12]=2[C:13](=[O:16])[NH:14][CH3:15])=[CH:4][CH:3]=1.[C:30]1([C:37]2[CH:42]=[CH:41][CH:40]=[CH:39][CH:38]=2)[C:31]([NH2:36])=[CH:32][CH:33]=[CH:34][CH:35]=1.CN(C(ON1N=NC2C=CC=NC1=2)=[N+](C)C)C.F[P-](F)(F)(F)(F)F.CCN(C(C)C)C(C)C. The catalyst is CO.CN(C=O)C. The product is [C:30]1([C:37]2[CH:38]=[CH:39][CH:40]=[CH:41][CH:42]=2)[CH:35]=[CH:34][CH:33]=[CH:32][C:31]=1[NH:36][C:24]([C:23]1[CH:22]=[C:21]([C:18]2[CH:19]=[CH:20][C:10]3[O:9][C:8]([C:5]4[CH:6]=[CH:7][C:2]([F:1])=[CH:3][CH:4]=4)=[C:12]([C:13]([NH:14][CH3:15])=[O:16])[C:11]=3[CH:17]=2)[CH:29]=[CH:28][CH:27]=1)=[O:25].